From a dataset of Catalyst prediction with 721,799 reactions and 888 catalyst types from USPTO. Predict which catalyst facilitates the given reaction. Reactant: ClC1C=NC=C(Cl)C=1[NH:8][C:9]([C:11]1[C:23]2[C:22]3[C:17](=[CH:18][CH:19]=[C:20](N)[CH:21]=3)[N:16]([CH3:25])[C:15]=2[C:14]([O:26][CH3:27])=[CH:13][CH:12]=1)=[O:10].[N:29]1C=C[CH:32]=[CH:31][CH:30]=1.C(Cl)(=[O:38])CC. Product: [CH3:27][O:26][C:14]1[C:15]2[N:16]([CH3:25])[C:17]3[C:22](=[CH:21][C:20]([NH:29][C:30](=[O:38])[CH2:31][CH3:32])=[CH:19][CH:18]=3)[C:23]=2[C:11]([C:9]([NH2:8])=[O:10])=[CH:12][CH:13]=1. The catalyst class is: 1.